The task is: Predict the product of the given reaction.. This data is from Forward reaction prediction with 1.9M reactions from USPTO patents (1976-2016). (1) Given the reactants C(N(CC)C(C)C)(C)C.Cl.[NH:11]1[CH2:16][CH2:15][C:14]2([C:24]3[C:19](=[CH:20][CH:21]=[CH:22][CH:23]=3)[NH:18][C:17]2=[O:25])[CH2:13][CH2:12]1.[Cl:26][C:27]1[C:28]([CH3:37])=[C:29]([S:33](Cl)(=[O:35])=[O:34])[CH:30]=[CH:31][CH:32]=1, predict the reaction product. The product is: [Cl:26][C:27]1[C:28]([CH3:37])=[C:29]([S:33]([N:11]2[CH2:16][CH2:15][C:14]3([C:24]4[C:19](=[CH:20][CH:21]=[CH:22][CH:23]=4)[NH:18][C:17]3=[O:25])[CH2:13][CH2:12]2)(=[O:35])=[O:34])[CH:30]=[CH:31][CH:32]=1. (2) Given the reactants [F:1][C:2]1[CH:6]=[N:5][N:4]([CH3:7])[C:3]=1[C:8]1[CH:9]=[C:10]([NH2:16])[CH:11]=[CH:12][C:13]=1[O:14][CH3:15].[Br:17][C:18]1[CH:23]=[CH:22][C:21]([N:24]=[C:25]=[O:26])=[CH:20][CH:19]=1, predict the reaction product. The product is: [Br:17][C:18]1[CH:23]=[CH:22][C:21]([NH:24][C:25]([NH:16][C:10]2[CH:11]=[CH:12][C:13]([O:14][CH3:15])=[C:8]([C:3]3[N:4]([CH3:7])[N:5]=[CH:6][C:2]=3[F:1])[CH:9]=2)=[O:26])=[CH:20][CH:19]=1. (3) Given the reactants [Br:1][C:2]1[CH:3]=[CH:4][C:5]([O:15][C:16]2[CH:21]=[CH:20][CH:19]=[C:18]([F:22])[N:17]=2)=[C:6]([CH:14]=1)[C:7](N(CC)CC)=[O:8].[CH:23]([N-:26][CH:27](C)[CH3:28])(C)[CH3:24].[Li+], predict the reaction product. The product is: [Br:1][C:2]1[CH:14]=[C:6]2[C:5](=[CH:4][CH:3]=1)[O:15][C:16]1=[N:17][C:18]([F:22])=[CH:19][CH:20]=[C:21]1[C:7]2=[O:8].[Br:1][C:2]1[CH:14]=[C:6]2[C:5](=[CH:4][CH:3]=1)[O:15][C:16]1=[N:17][C:18]([N:26]([CH2:27][CH3:28])[CH2:23][CH3:24])=[CH:19][CH:20]=[C:21]1[C:7]2=[O:8]. (4) Given the reactants [CH2:1]([O:3][C:4]1[CH:11]=[CH:10][CH:9]=[CH:8][C:5]=1[CH:6]=[O:7])[CH3:2].[C:12]([NH2:16])(=[O:15])[CH2:13]O, predict the reaction product. The product is: [CH2:1]([O:3][C:4]1[CH:11]=[CH:10][CH:9]=[CH:8][C:5]=1[CH:6]1[NH:16][C:12](=[O:15])[CH2:13][O:7]1)[CH3:2]. (5) Given the reactants Cl.[F:2][C:3]1[CH:11]=[C:10]2[C:6]([C:7]([C:21]3[CH:22]=[N:23][N:24]([CH:26]4[CH2:31][CH2:30][NH:29][CH2:28][CH2:27]4)[CH:25]=3)=[CH:8][N:9]2[S:12]([C:15]2[CH:20]=[CH:19][CH:18]=[CH:17][CH:16]=2)(=[O:14])=[O:13])=[CH:5][CH:4]=1.[C:32](Cl)(=[O:35])[CH2:33][CH3:34], predict the reaction product. The product is: [F:2][C:3]1[CH:11]=[C:10]2[C:6]([C:7]([C:21]3[CH:22]=[N:23][N:24]([CH:26]4[CH2:31][CH2:30][N:29]([C:32](=[O:35])[CH2:33][CH3:34])[CH2:28][CH2:27]4)[CH:25]=3)=[CH:8][N:9]2[S:12]([C:15]2[CH:16]=[CH:17][CH:18]=[CH:19][CH:20]=2)(=[O:13])=[O:14])=[CH:5][CH:4]=1. (6) Given the reactants Cl.C(N=C=NCCCN(C)C)C.Cl.[CH3:14][O:15][C:16]1[CH:17]=[C:18]2[C:23](=[C:24]3[CH2:28][C:27]([CH3:30])([CH3:29])[O:26][C:25]=13)[C:22]([C:31]1[CH:39]=[CH:38][C:34]([C:35](O)=[O:36])=[CH:33][CH:32]=1)=[N:21][C:20]([CH3:41])([CH3:40])[CH2:19]2.O.ON1C2C=CC=CC=2N=N1.[CH3:53][O:54][C:55]1[CH:61]=[CH:60][C:58]([NH2:59])=[CH:57][CH:56]=1, predict the reaction product. The product is: [CH3:53][O:54][C:55]1[CH:61]=[CH:60][C:58]([NH:59][C:35](=[O:36])[C:34]2[CH:38]=[CH:39][C:31]([C:22]3[C:23]4[C:18](=[CH:17][C:16]([O:15][CH3:14])=[C:25]5[O:26][C:27]([CH3:30])([CH3:29])[CH2:28][C:24]5=4)[CH2:19][C:20]([CH3:41])([CH3:40])[N:21]=3)=[CH:32][CH:33]=2)=[CH:57][CH:56]=1. (7) The product is: [O:14]=[C:15]([OH:27])[C@@H:16]([C@H:18]([C@H:20]([C@@H:22]([C:24]([OH:26])=[O:25])[OH:23])[OH:21])[OH:19])[OH:17].[CH3:1][NH:2][C@H:3]([CH2:5]/[CH:6]=[CH:7]/[C:8]1[CH:9]=[N:10][CH:11]=[CH:12][CH:13]=1)[CH3:4].[CH3:1][NH:2][C@H:3]([CH2:5]/[CH:6]=[CH:7]/[C:8]1[CH:9]=[N:10][CH:11]=[CH:12][CH:13]=1)[CH3:4]. Given the reactants [CH3:1][NH:2][C@H:3]([CH2:5]/[CH:6]=[CH:7]/[C:8]1[CH:9]=[N:10][CH:11]=[CH:12][CH:13]=1)[CH3:4].[O:14]=[C:15]([OH:27])[C@@H:16]([C@H:18]([C@H:20]([C@@H:22]([C:24]([OH:26])=[O:25])[OH:23])[OH:21])[OH:19])[OH:17].O, predict the reaction product. (8) Given the reactants [Cl:1][C:2]1[C:6]([N:7]([CH2:15][CH3:16])[C:8](=[O:14])[CH:9]([S:11][CH2:12][CH3:13])[CH3:10])=[CH:5][NH:4][N:3]=1.Br[C:18]1[CH:19]=[N:20][CH:21]=[CH:22][CH:23]=1.C(=O)([O-])[O-].[Cs+].[Cs+].CN[C@@H]1CCCC[C@H]1NC, predict the reaction product. The product is: [Cl:1][C:2]1[C:6]([N:7]([CH2:15][CH3:16])[C:8](=[O:14])[CH:9]([S:11][CH2:12][CH3:13])[CH3:10])=[CH:5][N:4]([C:18]2[CH:19]=[N:20][CH:21]=[CH:22][CH:23]=2)[N:3]=1. (9) Given the reactants [N:1]([CH2:4][CH:5]1[O:9][C:8]2[C:10]3[CH2:11][CH2:12][CH2:13][CH2:14][C:15]=3[CH:16]=[CH:17][C:7]=2[CH2:6]1)=[N+]=[N-], predict the reaction product. The product is: [O:9]1[CH:5]([CH2:4][NH2:1])[CH2:6][C:7]2[CH:17]=[CH:16][C:15]3[CH2:14][CH2:13][CH2:12][CH2:11][C:10]=3[C:8]1=2.